Dataset: Reaction yield outcomes from USPTO patents with 853,638 reactions. Task: Predict the reaction yield, written as a fraction of the theoretical maximum amount of product (1.0 means a 100% yield; for example, 0.34 means a 34% yield). (1) The product is [NH2:26][C:24]1[C:25]2=[C:17]([C:12]3[CH:13]=[CH:14][C:15]4[C:10]([CH:11]=3)=[N:9][N:8]([CH2:1][C:2]3[CH:7]=[CH:6][CH:5]=[CH:4][CH:3]=3)[CH:16]=4)[CH:18]=[C:19]([CH:27]3[CH2:28][CH2:29][CH2:52][N:50]([CH2:34][C:35]([N:37]([CH3:39])[CH3:38])=[O:36])[CH2:51]3)[N:20]2[N:21]=[CH:22][N:23]=1. The yield is 0.190. No catalyst specified. The reactants are [CH2:1]([N:8]1[CH:16]=[C:15]2[C:10]([CH:11]=[C:12]([C:17]3[CH:18]=[C:19]([CH:27]4CCN[CH2:29][CH2:28]4)[N:20]4[C:25]=3[C:24]([NH2:26])=[N:23][CH:22]=[N:21]4)[CH:13]=[CH:14]2)=[N:9]1)[C:2]1[CH:7]=[CH:6][CH:5]=[CH:4][CH:3]=1.Cl[CH2:34][C:35]([N:37]([CH3:39])[CH3:38])=[O:36].C(N(CC)C(C)C)(C)C.C[N:50]([CH:52]=O)[CH3:51]. (2) The reactants are [CH2:1]([O:3][C:4](=[O:13])[CH2:5][NH:6][C:7]1[CH:12]=[CH:11][CH:10]=[CH:9][CH:8]=1)[CH3:2].[Cl:14][C:15]1[CH:22]=[CH:21][C:18]([CH2:19]Cl)=[CH:17][CH:16]=1.[I-].[Na+]. The catalyst is C1(C)C=CC=CC=1.C(OCC)(=O)C. The product is [Cl:14][C:15]1[CH:22]=[CH:21][C:18]([CH2:19][N:6]([C:7]2[CH:12]=[CH:11][CH:10]=[CH:9][CH:8]=2)[CH2:5][C:4]([O:3][CH2:1][CH3:2])=[O:13])=[CH:17][CH:16]=1. The yield is 0.510. (3) The reactants are [CH2:1]([C:3]1[CH:11]=[CH:10][C:6]2[O:7][CH2:8][O:9][C:5]=2[CH:4]=1)[CH3:2].C1C(=O)N([I:19])C(=O)C1.C(O)(C(F)(F)F)=O.[O-]S([O-])(=S)=O.[Na+].[Na+]. The catalyst is CC#N. The product is [CH2:1]([C:3]1[C:11]([I:19])=[CH:10][C:6]2[O:7][CH2:8][O:9][C:5]=2[CH:4]=1)[CH3:2]. The yield is 0.960. (4) The reactants are [Br:1][C:2]1[CH:10]=[CH:9][C:5]([C:6](O)=[O:7])=[CH:4][CH:3]=1.Cl.[CH3:12][N:13](C)CCCN=C=NCC.Cl.CN. The catalyst is C(Cl)Cl.CN(C)C1C=CN=CC=1. The product is [Br:1][C:2]1[CH:10]=[CH:9][C:5]([C:6]([NH:13][CH3:12])=[O:7])=[CH:4][CH:3]=1. The yield is 0.900.